Dataset: TCR-epitope binding with 47,182 pairs between 192 epitopes and 23,139 TCRs. Task: Binary Classification. Given a T-cell receptor sequence (or CDR3 region) and an epitope sequence, predict whether binding occurs between them. (1) The epitope is MPASWVMRI. The TCR CDR3 sequence is CASSSPVSSYEQYF. Result: 1 (the TCR binds to the epitope). (2) The epitope is RLRPGGKKK. The TCR CDR3 sequence is CSVLAGVSYEQYF. Result: 0 (the TCR does not bind to the epitope). (3) Result: 0 (the TCR does not bind to the epitope). The epitope is TPRVTGGGAM. The TCR CDR3 sequence is CSADPPDRVETQYF. (4) The epitope is SLFNTVATLY. The TCR CDR3 sequence is CASSRDLSGNTIYF. Result: 0 (the TCR does not bind to the epitope). (5) The epitope is KLSYGIATV. The TCR CDR3 sequence is CASIIDRSNEQFF. Result: 0 (the TCR does not bind to the epitope). (6) The epitope is FVDGVPFVV. The TCR CDR3 sequence is CASSLGGRLAGGRTGELFF. Result: 1 (the TCR binds to the epitope). (7) The TCR CDR3 sequence is CASSYADRGFREQYF. Result: 0 (the TCR does not bind to the epitope). The epitope is ILGLPTQTV. (8) The epitope is FVDGVPFVV. The TCR CDR3 sequence is CASSYSPGPSTEAFF. Result: 1 (the TCR binds to the epitope).